This data is from Catalyst prediction with 721,799 reactions and 888 catalyst types from USPTO. The task is: Predict which catalyst facilitates the given reaction. (1) Reactant: [CH3:1][O:2][C:3]1[CH:4]=[C:5]([C:11]([CH:24]([CH3:26])[CH3:25])([CH2:14][CH2:15][CH2:16][N:17]([CH3:23])[CH2:18][CH2:19][CH:20]([CH3:22])[CH3:21])[C:12]#[N:13])[CH:6]=[CH:7][C:8]=1[O:9][CH3:10].[ClH:27].O1CCOCC1. Product: [ClH:27].[CH3:1][O:2][C:3]1[CH:4]=[C:5]([C:11]([CH:24]([CH3:26])[CH3:25])([CH2:14][CH2:15][CH2:16][N:17]([CH3:23])[CH2:18][CH2:19][CH:20]([CH3:22])[CH3:21])[C:12]#[N:13])[CH:6]=[CH:7][C:8]=1[O:9][CH3:10]. The catalyst class is: 12. (2) Reactant: [H-].[Al+3].[Li+].[H-].[H-].[H-].S(=O)(=O)(O)O.[Br:12][C:13]1[CH:18]=[CH:17][CH:16]=[C:15]([CH:19]=[C:20]([N+:22]([O-])=O)[CH3:21])[CH:14]=1.O.O.O.O.C(C(C(C([O-])=O)O)O)([O-])=O.[Na+].[K+].[C:41]([O:45][C:46](O[C:46]([O:45][C:41]([CH3:44])([CH3:43])[CH3:42])=[O:47])=[O:47])([CH3:44])([CH3:43])[CH3:42]. Product: [C:41]([O:45][C:46](=[O:47])[NH:22][CH:20]([CH3:21])[CH2:19][C:15]1[CH:16]=[CH:17][CH:18]=[C:13]([Br:12])[CH:14]=1)([CH3:44])([CH3:43])[CH3:42]. The catalyst class is: 217. (3) Reactant: [OH:1][C:2]1[CH:7]=[CH:6][C:5]([CH2:8][C:9]([O:11][CH3:12])=[O:10])=[CH:4][CH:3]=1.[Br:13]Br. Product: [Br:13][C:7]1[CH:6]=[C:5]([CH2:8][C:9]([O:11][CH3:12])=[O:10])[CH:4]=[CH:3][C:2]=1[OH:1]. The catalyst class is: 15. (4) Reactant: [CH2:1]([O:3][C:4]([C:6]1[N:7]=[CH:8][C:9]2[C:14]([C:15]=1[OH:16])=[CH:13][CH:12]=[C:11]([O:17][C:18]1[CH:23]=[C:22]([F:24])[CH:21]=[CH:20][C:19]=1[Cl:25])[CH:10]=2)=[O:5])[CH3:2].C1C(=O)N([I:33])C(=O)C1. Product: [CH2:1]([O:3][C:4]([C:6]1[N:7]=[C:8]([I:33])[C:9]2[C:14]([C:15]=1[OH:16])=[CH:13][CH:12]=[C:11]([O:17][C:18]1[CH:23]=[C:22]([F:24])[CH:21]=[CH:20][C:19]=1[Cl:25])[CH:10]=2)=[O:5])[CH3:2]. The catalyst class is: 2. (5) Reactant: [CH2:1]([O:3][C:4](=[O:20])[C:5]([C:8]1[CH:9]=[N:10][C:11]([N+:17]([O-])=O)=[C:12]([O:14][CH2:15][CH3:16])[CH:13]=1)([OH:7])[CH3:6])[CH3:2].C([O-])=O.[NH4+].C1COCC1.CO. Product: [CH2:1]([O:3][C:4](=[O:20])[C:5]([C:8]1[CH:9]=[N:10][C:11]([NH2:17])=[C:12]([O:14][CH2:15][CH3:16])[CH:13]=1)([OH:7])[CH3:6])[CH3:2]. The catalyst class is: 99. (6) Product: [C:12]([O:16][C:17]([N:19]1[CH2:24][CH2:23][CH:22]([O:10][C:7]2[CH:8]=[CH:9][C:2]([Cl:1])=[C:3]([F:11])[C:4]=2[CH:5]=[O:6])[CH2:21][CH2:20]1)=[O:18])([CH3:15])([CH3:13])[CH3:14]. The catalyst class is: 9. Reactant: [Cl:1][C:2]1[C:3]([F:11])=[C:4]([C:7]([OH:10])=[CH:8][CH:9]=1)[CH:5]=[O:6].[C:12]([O:16][C:17]([N:19]1[CH2:24][CH2:23][CH:22](OS(C2C=CC(C)=CC=2)(=O)=O)[CH2:21][CH2:20]1)=[O:18])([CH3:15])([CH3:14])[CH3:13].C([O-])([O-])=O.[K+].[K+]. (7) Reactant: [F:1][C:2]1[C:3]([C:10]2[CH:15]=[N:14][C:13]([C:16]([F:19])([F:18])[F:17])=[CH:12][N:11]=2)=[CH:4][C:5]([C:8]#[N:9])=[N:6][CH:7]=1.[ClH:20]. Product: [ClH:20].[F:1][C:2]1[C:3]([C:10]2[CH:15]=[N:14][C:13]([C:16]([F:18])([F:19])[F:17])=[CH:12][N:11]=2)=[CH:4][C:5]([CH2:8][NH2:9])=[N:6][CH:7]=1. The catalyst class is: 43. (8) Reactant: Cl.[OH:2][CH:3]1[O:11][C@H:10]([CH2:12][OH:13])[C@@H:8]([OH:9])[C@H:6]([OH:7])[C@H:4]1[NH2:5].[CH:14](=O)[C:15]1[CH:20]=[CH:19][C:18]([O:21][CH3:22])=[CH:17][CH:16]=1. Product: [CH3:22][O:21][C:18]1[CH:19]=[CH:20][C:15]([CH:14]=[N:5][C@@H:4]2[C@@H:6]([OH:7])[C@H:8]([OH:9])[C@@H:10]([CH2:12][OH:13])[O:11][CH:3]2[OH:2])=[CH:16][CH:17]=1. The catalyst class is: 74.